From a dataset of Forward reaction prediction with 1.9M reactions from USPTO patents (1976-2016). Predict the product of the given reaction. (1) Given the reactants [C:1]([O:5][C:6]([NH:8][C@@H:9]([C@@H:21]([O:24][CH2:25][CH2:26][CH2:27][CH:28]=[CH2:29])[CH2:22][CH3:23])[C:10]([N:12]1[CH2:16][C@H:15]([OH:17])[CH2:14][C@H:13]1[C:18]([OH:20])=O)=[O:11])=[O:7])([CH3:4])([CH3:3])[CH3:2].FC(F)(F)C(O)=O.[NH2:37][C@:38]1([C:43]([NH:45][S:46]([C:49]2([CH3:52])[CH2:51][CH2:50]2)(=[O:48])=[O:47])=[O:44])[CH2:40][C@H:39]1[CH:41]=[CH2:42].CN(C(ON1N=NC2C=CC=NC1=2)=[N+](C)C)C.F[P-](F)(F)(F)(F)F.C(N(CC)C(C)C)(C)C, predict the reaction product. The product is: [OH:17][C@H:15]1[CH2:16][N:12]([C:10](=[O:11])[C@@H:9]([NH:8][C:6](=[O:7])[O:5][C:1]([CH3:2])([CH3:4])[CH3:3])[C@@H:21]([O:24][CH2:25][CH2:26][CH2:27][CH:28]=[CH2:29])[CH2:22][CH3:23])[C@H:13]([C:18](=[O:20])[NH:37][C@:38]2([C:43](=[O:44])[NH:45][S:46]([C:49]3([CH3:52])[CH2:51][CH2:50]3)(=[O:48])=[O:47])[CH2:40][C@H:39]2[CH:41]=[CH2:42])[CH2:14]1. (2) Given the reactants C([O:3][C:4]([C:6]1[N:7]=[C:8]([NH:13][C:14]([N:16]([CH:23]2[CH2:28][CH2:27][CH2:26][CH2:25][CH2:24]2)[CH:17]2[CH2:22][CH2:21][CH2:20][CH2:19][CH2:18]2)=[O:15])[S:9][C:10]=1[S:11][CH3:12])=[O:5])C.C(OC(C1N=C(NC(N(C2CCCCC2)C2CCCCC2)=O)SC=1SC#N)=O)C.CI, predict the reaction product. The product is: [CH:23]1([N:16]([CH:17]2[CH2:22][CH2:21][CH2:20][CH2:19][CH2:18]2)[C:14](=[O:15])[NH:13][C:8]2[S:9][C:10]([S:11][CH3:12])=[C:6]([C:4]([OH:5])=[O:3])[N:7]=2)[CH2:24][CH2:25][CH2:26][CH2:27][CH2:28]1. (3) Given the reactants [NH2:1][C:2]1[N:7]=[C:6]([N:8]2[CH2:29][CH2:28][C:11]3([CH2:15][N:14](C(OC(C)(C)C)=O)[C@H:13]([C:23]([O:25][CH2:26][CH3:27])=[O:24])[CH2:12]3)[CH2:10][CH2:9]2)[CH:5]=[C:4]([O:30][C@H:31]([C:36]2[CH:41]=[CH:40][C:39]([CH2:42][CH2:43][CH3:44])=[CH:38][C:37]=2[C:45]2[CH:50]=[CH:49][CH:48]=[C:47]([S:51]([CH3:54])(=[O:53])=[O:52])[CH:46]=2)[C:32]([F:35])([F:34])[F:33])[N:3]=1.C(O)(C(F)(F)F)=O, predict the reaction product. The product is: [NH2:1][C:2]1[N:7]=[C:6]([N:8]2[CH2:9][CH2:10][C:11]3([CH2:15][NH:14][C@H:13]([C:23]([O:25][CH2:26][CH3:27])=[O:24])[CH2:12]3)[CH2:28][CH2:29]2)[CH:5]=[C:4]([O:30][C@H:31]([C:36]2[CH:41]=[CH:40][C:39]([CH2:42][CH2:43][CH3:44])=[CH:38][C:37]=2[C:45]2[CH:50]=[CH:49][CH:48]=[C:47]([S:51]([CH3:54])(=[O:53])=[O:52])[CH:46]=2)[C:32]([F:35])([F:33])[F:34])[N:3]=1. (4) Given the reactants [NH2:1][C:2]1[C:6]([C:7]([OH:9])=O)=[CH:5][NH:4][N:3]=1.[CH2:10]([C@@H:17]1[CH2:22][CH2:21][C@H:20]([CH2:23][NH2:24])[CH2:19][CH2:18]1)[C:11]1[CH:16]=[CH:15][CH:14]=[CH:13][CH:12]=1, predict the reaction product. The product is: [NH2:1][C:2]1[C:6]([C:7]([NH:24][CH2:23][C@H:20]2[CH2:21][CH2:22][C@@H:17]([CH2:10][C:11]3[CH:12]=[CH:13][CH:14]=[CH:15][CH:16]=3)[CH2:18][CH2:19]2)=[O:9])=[CH:5][NH:4][N:3]=1. (5) The product is: [CH3:37][S:34]([C:27]1[CH:26]=[C:25]([B:10]2[O:11][C:12]([CH3:17])([CH3:18])[C:13]([CH3:15])([CH3:16])[O:14]2)[CH:30]=[CH:29][C:28]=1[CH2:31][O:32][CH3:33])(=[O:35])=[O:36]. Given the reactants [B:10]1([B:10]2[O:14][C:13]([CH3:16])([CH3:15])[C:12]([CH3:18])([CH3:17])[O:11]2)[O:14][C:13]([CH3:16])([CH3:15])[C:12]([CH3:18])([CH3:17])[O:11]1.CC([O-])=O.[K+].Br[C:25]1[CH:30]=[CH:29][C:28]([CH2:31][O:32][CH3:33])=[C:27]([S:34]([CH3:37])(=[O:36])=[O:35])[CH:26]=1, predict the reaction product. (6) Given the reactants [CH:1]([C:4]1[N:5]=[C:6]([C:9]2[CH:18]=[C:17]([O:19][CH:20]3[CH2:37][CH:36]4[CH:22]([C:23](=[O:43])[NH:24][CH2:25][CH2:26][CH2:27][CH2:28][CH:29]=[CH:30][CH:31]5[C:33]([C:40](O)=[O:41])([N:34](C)[C:35]4=[O:38])[CH2:32]5)[CH2:21]3)[C:16]3[C:11](=[C:12]([CH3:46])[C:13]([O:44][CH3:45])=[CH:14][CH:15]=3)[N:10]=2)[S:7][CH:8]=1)([CH3:3])[CH3:2].[C:47](N1C=CN=C1)(N1C=CN=C1)=O.[CH:59]1([S:62]([NH2:65])(=[O:64])=[O:63])[CH2:61][CH2:60]1.C1CCN2C(=NCCC2)CC1, predict the reaction product. The product is: [CH:1]([C:4]1[N:5]=[C:6]([C:9]2[CH:18]=[C:17]([O:19][CH:20]3[CH2:37][CH:36]4[CH:22]([C:23](=[O:43])[N:24]([CH3:47])[CH2:25][CH2:26][CH2:27][CH2:28][CH:29]=[CH:30][CH:31]5[C:33]([C:40]([NH:65][S:62]([CH:59]6[CH2:61][CH2:60]6)(=[O:64])=[O:63])=[O:41])([NH:34][C:35]4=[O:38])[CH2:32]5)[CH2:21]3)[C:16]3[C:11](=[C:12]([CH3:46])[C:13]([O:44][CH3:45])=[CH:14][CH:15]=3)[N:10]=2)[S:7][CH:8]=1)([CH3:3])[CH3:2]. (7) The product is: [CH2:32]([NH:1][CH2:2][C:3]1[CH:4]=[CH:5][C:6]([C:9]2[C:17]3[C:16]([NH2:18])=[N:15][CH:14]=[N:13][C:12]=3[N:11]([C@H:19]3[CH2:24][CH2:23][C@@H:22]([N:25]4[CH2:26][CH2:27][N:28]([CH3:31])[CH2:29][CH2:30]4)[CH2:21][CH2:20]3)[CH:10]=2)=[CH:7][CH:8]=1)[C:33]1[CH:38]=[CH:37][CH:36]=[CH:35][CH:34]=1. Given the reactants [NH2:1][CH2:2][C:3]1[CH:8]=[CH:7][C:6]([C:9]2[C:17]3[C:16]([NH2:18])=[N:15][CH:14]=[N:13][C:12]=3[N:11]([C@H:19]3[CH2:24][CH2:23][C@@H:22]([N:25]4[CH2:30][CH2:29][N:28]([CH3:31])[CH2:27][CH2:26]4)[CH2:21][CH2:20]3)[CH:10]=2)=[CH:5][CH:4]=1.[CH:32](=O)[C:33]1[CH:38]=[CH:37][CH:36]=[CH:35][CH:34]=1.C(O)(=O)C.C(O[BH-](OC(=O)C)OC(=O)C)(=O)C.[Na+].[BH4-].[Na+], predict the reaction product. (8) Given the reactants [CH3:1][C@H:2]1[CH2:6][CH2:5][CH2:4][N:3]1[C:7]([C:9]1[N:17]2[C:12]([CH2:13][O:14][CH2:15][CH2:16]2)=[C:11]([C:18]([OH:20])=O)[CH:10]=1)=[O:8].ON1C2C=CC=CC=2N=N1.Cl.C(N=C=NCCCN(C)C)C.[C:43]1([C@H:49]([NH2:52])[CH2:50][CH3:51])[CH:48]=[CH:47][CH:46]=[CH:45][CH:44]=1, predict the reaction product. The product is: [C:43]1([C@H:49]([NH:52][C:18]([C:11]2[CH:10]=[C:9]([C:7]([N:3]3[CH2:4][CH2:5][CH2:6][C@@H:2]3[CH3:1])=[O:8])[N:17]3[CH2:16][CH2:15][O:14][CH2:13][C:12]=23)=[O:20])[CH2:50][CH3:51])[CH:48]=[CH:47][CH:46]=[CH:45][CH:44]=1. (9) Given the reactants [CH3:1][O:2][C:3]1[CH:8]=[CH:7][C:6]([CH2:9]O)=[CH:5][C:4]=1[O:11][CH2:12][CH2:13][CH2:14][O:15][CH3:16].C[Si](C)(C)[Br:19], predict the reaction product. The product is: [Br:19][CH2:9][C:6]1[CH:7]=[CH:8][C:3]([O:2][CH3:1])=[C:4]([O:11][CH2:12][CH2:13][CH2:14][O:15][CH3:16])[CH:5]=1.